This data is from Forward reaction prediction with 1.9M reactions from USPTO patents (1976-2016). The task is: Predict the product of the given reaction. (1) Given the reactants C([O:4][CH:5]([CH3:9])[C:6](O)=[O:7])(=O)C.[F:10][C:11]([F:36])([F:35])[C:12]1[CH:17]=[CH:16][C:15]([C:18]2[N:23]=[CH:22][N:21]=[C:20]([O:24][C:25]3[C:30]4[N:31]=[C:32]([NH2:34])[S:33][C:29]=4[CH:28]=[CH:27][CH:26]=3)[CH:19]=2)=[CH:14][CH:13]=1.C(N=P1(N(CC)CC)N(C)CCCN1C)(C)(C)C.CCN(P1(N(CC2C=CC=CC=2)CCCN1C)=NC(C)(C)C)CC.C=CC1C=CC=CC=1.C=CC1C=CC(C=C)=CC=1.C(=O)([O-])[O-].[K+].[K+], predict the reaction product. The product is: [OH:4][CH:5]([CH3:9])[C:6]([NH:34][C:32]1[S:33][C:29]2[CH:28]=[CH:27][CH:26]=[C:25]([O:24][C:20]3[CH:19]=[C:18]([C:15]4[CH:16]=[CH:17][C:12]([C:11]([F:35])([F:10])[F:36])=[CH:13][CH:14]=4)[N:23]=[CH:22][N:21]=3)[C:30]=2[N:31]=1)=[O:7]. (2) Given the reactants [NH2:1][C:2]1[N:7]=[C:6]([C:8]2[C:16]3[C:11](=[CH:12][CH:13]=[CH:14][CH:15]=3)[N:10]([CH2:17][C:18]3[C:19]([CH3:24])=[N:20][O:21][C:22]=3[CH3:23])[N:9]=2)[N:5]=[C:4]([NH:25][C:26]2[CH:31]=[CH:30][N:29]=[CH:28][C:27]=2[C:32](OCC)=[O:33])[CH:3]=1.O.Cl.[NH2:39][CH2:40][CH2:41][OH:42], predict the reaction product. The product is: [NH2:1][C:2]1[N:7]=[C:6]([C:8]2[C:16]3[C:11](=[CH:12][CH:13]=[CH:14][CH:15]=3)[N:10]([CH2:17][C:18]3[C:19]([CH3:24])=[N:20][O:21][C:22]=3[CH3:23])[N:9]=2)[N:5]=[C:4]([NH:25][C:26]2[C:27]([C:32]([NH:39][CH2:40][CH2:41][OH:42])=[O:33])=[CH:28][N:29]=[CH:30][CH:31]=2)[CH:3]=1. (3) Given the reactants [CH2:1]([C:3]1[CH:8]=[C:7]([C:9]([F:12])([F:11])[F:10])[CH:6]=[C:5](OC)[C:4]=1[C:15]1[O:16][CH2:17][C:18]([CH3:21])([CH3:20])[N:19]=1)[CH3:2].[CH3:22][Mg]Br, predict the reaction product. The product is: [CH2:1]([C:3]1[CH:8]=[C:7]([C:9]([F:12])([F:11])[F:10])[CH:6]=[C:5]([CH3:22])[C:4]=1[C:15]1[O:16][CH2:17][C:18]([CH3:21])([CH3:20])[N:19]=1)[CH3:2]. (4) Given the reactants C([O:3][C:4](=[O:19])[C@@H:5]([O:17][CH3:18])[CH2:6][C:7]1[CH:12]=[CH:11][C:10]([O:13][CH2:14][CH2:15]Br)=[CH:9][CH:8]=1)C.[CH3:20][C:21]([C:29]1[CH:34]=[CH:33][C:32]([OH:35])=[CH:31][CH:30]=1)([C:23]1[CH:28]=[CH:27][CH:26]=[CH:25][CH:24]=1)[CH3:22].CO[C@@H](CC1C=CC(OCCCOC2C=CC=CC=2)=CC=1)C(O)=O, predict the reaction product. The product is: [CH3:18][O:17][C@@H:5]([CH2:6][C:7]1[CH:8]=[CH:9][C:10]([O:13][CH2:14][CH2:15][O:35][C:32]2[CH:31]=[CH:30][C:29]([C:21]([CH3:22])([C:23]3[CH:24]=[CH:25][CH:26]=[CH:27][CH:28]=3)[CH3:20])=[CH:34][CH:33]=2)=[CH:11][CH:12]=1)[C:4]([OH:3])=[O:19]. (5) Given the reactants [OH:1][C@@H:2]1[C:10]2[C:5](=[CH:6][CH:7]=[CH:8][CH:9]=2)[CH2:4][C@@:3]1([CH2:20][C:21]1[CH:31]=[CH:30][C:24]([C:25]([N:27]([CH3:29])[CH3:28])=[O:26])=[CH:23][CH:22]=1)[C:11]1[CH2:12][C:13]2[C:18]([CH:19]=1)=[CH:17][CH:16]=[CH:15][CH:14]=2.C1CCC(N=C=NC2CCCCC2)CC1.C([NH:64][C@H:65]([C:70](O)=[O:71])[CH2:66][CH:67]([CH3:69])[CH3:68])(OCC1C2C(=CC=CC=2)C2C1=CC=CC=2)=O, predict the reaction product. The product is: [NH2:64][C@H:65]([C:70]([O:1][C@@H:2]1[C:10]2[C:5](=[CH:6][CH:7]=[CH:8][CH:9]=2)[CH2:4][C@@:3]1([CH2:20][C:21]1[CH:31]=[CH:30][C:24]([C:25](=[O:26])[N:27]([CH3:28])[CH3:29])=[CH:23][CH:22]=1)[C:11]1[CH2:12][C:13]2[C:18]([CH:19]=1)=[CH:17][CH:16]=[CH:15][CH:14]=2)=[O:71])[CH2:66][CH:67]([CH3:69])[CH3:68]. (6) Given the reactants [Li][CH2:2][CH2:3][CH2:4][CH3:5].C[N:7]([CH:9]=O)[CH3:8].C[CH2:12][OH:13].OS([O-])(=O)=O.[Na+].[CH2:20]1[CH2:24][O:23][CH2:22][CH2:21]1, predict the reaction product. The product is: [CH3:22][O:23][C:24]1[CH:9]=[N:7][C:8]2[CH:5]=[CH:4][CH:3]=[C:2]([CH:12]=[O:13])[C:21]=2[CH:20]=1. (7) Given the reactants [CH2:1]([O:8][C:9]([C@H:11]1[CH2:16][CH2:15][C@@H:14]([N:17]([C:28](=[O:39])[CH2:29][CH2:30][C@H:31]([NH2:38])[CH:32]2[CH2:37][CH2:36][O:35][CH2:34][CH2:33]2)[CH2:18][CH2:19][O:20][CH2:21][C:22]2[CH:27]=[CH:26][CH:25]=[CH:24][CH:23]=2)[CH2:13][CH2:12]1)=[O:10])[C:2]1[CH:7]=[CH:6][CH:5]=[CH:4][CH:3]=1.[N+:40]([C:43]1[C:44]([CH:56]=O)=[CH:45][C:46]([O:49][C:50]2[CH:55]=[CH:54][CH:53]=[CH:52][CH:51]=2)=[N:47][CH:48]=1)([O-:42])=[O:41].[BH-](OC(C)=O)(OC(C)=O)OC(C)=O.[Na+].[OH-].[Na+], predict the reaction product. The product is: [CH2:1]([O:8][C:9]([C@H:11]1[CH2:16][CH2:15][C@@H:14]([N:17]([CH2:18][CH2:19][O:20][CH2:21][C:22]2[CH:23]=[CH:24][CH:25]=[CH:26][CH:27]=2)[C:28](=[O:39])[CH2:29][CH2:30][C@H:31]([NH:38][CH2:56][C:44]2[C:43]([N+:40]([O-:42])=[O:41])=[CH:48][N:47]=[C:46]([O:49][C:50]3[CH:51]=[CH:52][CH:53]=[CH:54][CH:55]=3)[CH:45]=2)[CH:32]2[CH2:33][CH2:34][O:35][CH2:36][CH2:37]2)[CH2:13][CH2:12]1)=[O:10])[C:2]1[CH:3]=[CH:4][CH:5]=[CH:6][CH:7]=1.